This data is from Full USPTO retrosynthesis dataset with 1.9M reactions from patents (1976-2016). The task is: Predict the reactants needed to synthesize the given product. (1) Given the product [CH3:1][O:2][C:3](=[O:15])[C:4](=[O:14])[CH:5]([C:6]1[CH:11]=[CH:10][C:9]([F:12])=[C:8]([Br:16])[CH:7]=1)[Cl:13], predict the reactants needed to synthesize it. The reactants are: [CH3:1][O:2][C:3](=[O:15])[C:4](=[O:14])[CH:5]([Cl:13])[C:6]1[CH:11]=[CH:10][C:9]([F:12])=[CH:8][CH:7]=1.[Br:16]C1C=C(C=CC=1F)C=O.FC1C=CC(C=O)=CC=1. (2) Given the product [N:21]1([C:25]([C:27]2[N:28]=[CH:29][C:30]([NH:8][C:5]3[N:4]=[C:3]([C:9]4[N:13]([CH:14]5[CH2:19][CH2:18][O:17][CH2:16][CH2:15]5)[C:12]([CH3:20])=[N:11][CH:10]=4)[C:2]([F:1])=[CH:7][N:6]=3)=[CH:31][CH:32]=2)=[O:26])[CH2:24][CH2:23][CH2:22]1, predict the reactants needed to synthesize it. The reactants are: [F:1][C:2]1[C:3]([C:9]2[N:13]([CH:14]3[CH2:19][CH2:18][O:17][CH2:16][CH2:15]3)[C:12]([CH3:20])=[N:11][CH:10]=2)=[N:4][C:5]([NH2:8])=[N:6][CH:7]=1.[N:21]1([C:25]([C:27]2[CH:32]=[CH:31][C:30](Br)=[CH:29][N:28]=2)=[O:26])[CH2:24][CH2:23][CH2:22]1. (3) Given the product [CH2:22]([NH:21][C:12]1[C:13]2[S:18][CH:17]=[C:16]([CH2:19][CH3:20])[C:14]=2[N:15]=[C:10]([NH:9][CH2:8][CH2:7][N:4]2[CH2:5][CH2:6][O:1][CH2:2][CH2:3]2)[N:11]=1)[C:24]1[CH:25]=[CH:26][CH:27]=[CH:28][CH:29]=1, predict the reactants needed to synthesize it. The reactants are: [O:1]1[CH2:6][CH2:5][N:4]([CH2:7][CH2:8][NH:9][C:10]2[N:11]=[C:12]([NH:21][C@@H:22]([C:24]3[CH:29]=[CH:28][CH:27]=[CH:26][CH:25]=3)C)[C:13]3[S:18][CH:17]=[C:16]([CH:19]=[CH2:20])[C:14]=3[N:15]=2)[CH2:3][CH2:2]1.[H][H]. (4) Given the product [CH3:18][C:11]1[S:10][CH:9]=[N:13][C:12]=1[C:14]([O:16][CH3:17])=[O:15], predict the reactants needed to synthesize it. The reactants are: N(OC(C)(C)C)=O.N[C:9]1[S:10][C:11]([CH3:18])=[C:12]([C:14]([O:16][CH3:17])=[O:15])[N:13]=1.